Dataset: Catalyst prediction with 721,799 reactions and 888 catalyst types from USPTO. Task: Predict which catalyst facilitates the given reaction. (1) Reactant: [CH:1]([C:4]1[C:13]2[O:12][C:11]([CH3:15])([CH3:14])[C:10](=[O:16])[NH:9][C:8]=2[CH:7]=[CH:6][CH:5]=1)([CH3:3])[CH3:2].[H-].[Na+].Br[CH2:20][C:21]([O:23][CH3:24])=[O:22].C(O)(=O)CC(CC(O)=O)(C(O)=O)O. Product: [CH3:24][O:23][C:21](=[O:22])[CH2:20][N:9]1[C:8]2[CH:7]=[CH:6][CH:5]=[C:4]([CH:1]([CH3:3])[CH3:2])[C:13]=2[O:12][C:11]([CH3:14])([CH3:15])[C:10]1=[O:16]. The catalyst class is: 9. (2) Reactant: [C:1]([O:5][C:6]([NH:8][C@@H:9]([CH:13]([CH3:15])[CH3:14])[C:10]([OH:12])=[O:11])=[O:7])([CH3:4])([CH3:3])[CH3:2].[C:16]([O-])([O-])=O.[K+].[K+].CI. Product: [C:1]([O:5][C:6]([NH:8][C@@H:9]([CH:13]([CH3:15])[CH3:14])[C:10]([O:12][CH3:16])=[O:11])=[O:7])([CH3:4])([CH3:3])[CH3:2]. The catalyst class is: 3. (3) Reactant: [N+:1]([C:4]1[CH:5]=[C:6]([C:10]2[C:11]([C:16]3[CH:21]=[CH:20][N:19]=[CH:18][CH:17]=3)=[C:12]([SH:15])[NH:13][N:14]=2)[CH:7]=[CH:8][CH:9]=1)([O-:3])=[O:2].C(=O)([O-])[O-].[K+].[K+].Br[CH2:29][CH2:30]Br. The catalyst class is: 39. Product: [N+:1]([C:4]1[CH:5]=[C:6]([C:10]2[C:11]([C:16]3[CH:21]=[CH:20][N:19]=[CH:18][CH:17]=3)=[C:12]3[S:15][CH2:29][CH2:30][N:13]3[N:14]=2)[CH:7]=[CH:8][CH:9]=1)([O-:3])=[O:2]. (4) Reactant: [F:1][C:2]1[CH:16]=[C:15](B2OC(C)(C)C(C)(C)O2)[CH:14]=[CH:13][C:3]=1[O:4][C:5]1[CH:10]=[C:9]([CH3:11])[N:8]=[C:7]([CH3:12])[CH:6]=1.C([O-])(O)=O.[Na+].Br[C:32]1[CH:37]=[CH:36][N:35]([CH2:38][CH:39]2[CH2:41][CH2:40]2)[C:34](=[O:42])[C:33]=1[C:43]#[N:44]. Product: [CH:39]1([CH2:38][N:35]2[CH:36]=[CH:37][C:32]([C:15]3[CH:14]=[CH:13][C:3]([O:4][C:5]4[CH:6]=[C:7]([CH3:12])[N:8]=[C:9]([CH3:11])[CH:10]=4)=[C:2]([F:1])[CH:16]=3)=[C:33]([C:43]#[N:44])[C:34]2=[O:42])[CH2:40][CH2:41]1. The catalyst class is: 77. (5) Reactant: [F:1][C:2]1[CH:7]=[CH:6][C:5]([C:8]2[N:13]=[CH:12][C:11]([CH:14]=O)=[CH:10][N:9]=2)=[CH:4][CH:3]=1.C(O)(=O)[CH2:17][C:18]([OH:20])=[O:19].N1CCCCC1. Product: [F:1][C:2]1[CH:3]=[CH:4][C:5]([C:8]2[N:9]=[CH:10][C:11]([CH:14]=[CH:17][C:18]([OH:20])=[O:19])=[CH:12][N:13]=2)=[CH:6][CH:7]=1. The catalyst class is: 17. (6) Reactant: [CH3:1][CH:2]1[CH2:7][CH2:6][CH2:5][CH:4]([CH3:8])[NH:3]1.Br[CH2:10][C:11]#[N:12].C(=O)([O-])[O-].[Na+].[Na+]. Product: [CH3:1][CH:2]1[CH2:7][CH2:6][CH2:5][CH:4]([CH3:8])[N:3]1[CH2:10][C:11]#[N:12]. The catalyst class is: 9. (7) Reactant: [F:1][C:2]([F:21])([C:7]1[CH:8]=[C:9]2[C:14](=[CH:15][CH:16]=1)[C:13]([CH3:18])([CH3:17])[CH2:12][CH2:11][C:10]2([CH3:20])[CH3:19])[C:3]([O:5]C)=[O:4].O.[OH-].[Na+]. Product: [F:1][C:2]([F:21])([C:7]1[CH:8]=[C:9]2[C:14](=[CH:15][CH:16]=1)[C:13]([CH3:17])([CH3:18])[CH2:12][CH2:11][C:10]2([CH3:20])[CH3:19])[C:3]([OH:5])=[O:4]. The catalyst class is: 5. (8) The catalyst class is: 115. Product: [CH:19]1([CH2:24][C:25]([NH:18][C:3]2[C:4]([C:14]([F:17])([F:16])[F:15])=[CH:5][C:6]([N:8]3[CH2:13][CH2:12][O:11][CH2:10][CH2:9]3)=[CH:7][C:2]=2[CH3:1])=[O:26])[CH2:23][CH2:22][CH2:21][CH2:20]1. Reactant: [CH3:1][C:2]1[CH:7]=[C:6]([N:8]2[CH2:13][CH2:12][O:11][CH2:10][CH2:9]2)[CH:5]=[C:4]([C:14]([F:17])([F:16])[F:15])[C:3]=1[NH2:18].[CH:19]1([CH2:24][C:25](Cl)=[O:26])[CH2:23][CH2:22][CH2:21][CH2:20]1. (9) Reactant: [NH2:1][C:2]1[N:20]=[C:5]2[CH:6]=[CH:7][CH:8]=[C:9]([C:10]([C:12]3[CH:17]=[CH:16][N:15]=[C:14]([O:18]C)[CH:13]=3)=O)[N:4]2[N:3]=1.BrC1N2N=C(N)N=C2C=CC=1.[CH2:32]([Li])[CH2:33][CH2:34][CH3:35].CO[N:39]([CH3:50])[C:40](=[O:49])[C:41]1C=CN=C(OC)[CH:42]=1. Product: [OH:18][C:14]1[CH:13]=[C:12]([CH2:10][C:9]2[N:4]3[N:3]=[C:2]([NH:1][C:33]4[CH:34]=[C:35]5[C:41](=[CH:42][CH:32]=4)[C:40](=[O:49])[NH:39][CH2:50]5)[N:20]=[C:5]3[CH:6]=[CH:7][CH:8]=2)[CH:17]=[CH:16][N:15]=1. The catalyst class is: 7.